From a dataset of NCI-60 drug combinations with 297,098 pairs across 59 cell lines. Regression. Given two drug SMILES strings and cell line genomic features, predict the synergy score measuring deviation from expected non-interaction effect. (1) Drug 1: CNC(=O)C1=CC=CC=C1SC2=CC3=C(C=C2)C(=NN3)C=CC4=CC=CC=N4. Drug 2: CN1C2=C(C=C(C=C2)N(CCCl)CCCl)N=C1CCCC(=O)O.Cl. Cell line: HT29. Synergy scores: CSS=4.61, Synergy_ZIP=0.690, Synergy_Bliss=6.48, Synergy_Loewe=3.26, Synergy_HSA=4.34. (2) Drug 1: CC(C1=C(C=CC(=C1Cl)F)Cl)OC2=C(N=CC(=C2)C3=CN(N=C3)C4CCNCC4)N. Drug 2: C1C(C(OC1N2C=NC3=C2NC=NCC3O)CO)O. Cell line: A498. Synergy scores: CSS=10.8, Synergy_ZIP=0.663, Synergy_Bliss=6.24, Synergy_Loewe=-0.280, Synergy_HSA=4.84. (3) Drug 1: CC1=C2C(C(=O)C3(C(CC4C(C3C(C(C2(C)C)(CC1OC(=O)C(C(C5=CC=CC=C5)NC(=O)OC(C)(C)C)O)O)OC(=O)C6=CC=CC=C6)(CO4)OC(=O)C)OC)C)OC. Drug 2: CCC(=C(C1=CC=CC=C1)C2=CC=C(C=C2)OCCN(C)C)C3=CC=CC=C3.C(C(=O)O)C(CC(=O)O)(C(=O)O)O. Cell line: SR. Synergy scores: CSS=97.4, Synergy_ZIP=26.2, Synergy_Bliss=25.7, Synergy_Loewe=12.9, Synergy_HSA=26.4. (4) Drug 1: C1CCN(CC1)CCOC2=CC=C(C=C2)C(=O)C3=C(SC4=C3C=CC(=C4)O)C5=CC=C(C=C5)O. Drug 2: CN1C2=C(C=C(C=C2)N(CCCl)CCCl)N=C1CCCC(=O)O.Cl. Cell line: OVCAR-8. Synergy scores: CSS=19.9, Synergy_ZIP=2.20, Synergy_Bliss=9.02, Synergy_Loewe=3.89, Synergy_HSA=3.83. (5) Drug 1: CC(C)(C#N)C1=CC(=CC(=C1)CN2C=NC=N2)C(C)(C)C#N. Drug 2: N.N.Cl[Pt+2]Cl. Cell line: U251. Synergy scores: CSS=35.3, Synergy_ZIP=0.433, Synergy_Bliss=-1.93, Synergy_Loewe=-3.06, Synergy_HSA=-3.09. (6) Drug 1: C1=C(C(=O)NC(=O)N1)F. Drug 2: CCN(CC)CCCC(C)NC1=C2C=C(C=CC2=NC3=C1C=CC(=C3)Cl)OC. Cell line: MOLT-4. Synergy scores: CSS=68.7, Synergy_ZIP=12.8, Synergy_Bliss=7.80, Synergy_Loewe=12.0, Synergy_HSA=12.6.